Dataset: Reaction yield outcomes from USPTO patents with 853,638 reactions. Task: Predict the reaction yield, written as a fraction of the theoretical maximum amount of product (1.0 means a 100% yield; for example, 0.34 means a 34% yield). (1) The yield is 0.708. The product is [Cl:37][C:30]1[C:13]([CH2:12][S:9][C:6]2[CH2:5][C:4]([CH3:14])([CH3:3])[O:8][N:7]=2)=[C:33]([Cl:34])[N:32]([CH2:35][CH3:36])[N:31]=1. The catalyst is CN(C)C=O.O. The reactants are [SH-].[Na+].[CH3:3][C:4]1([CH3:14])[O:8][N:7]=[C:6]([S:9]([CH2:12][CH3:13])(=O)=O)[CH2:5]1.C(=O)([O-])[O-].[K+].[K+].C(S([O-])=O)O.[Na+].BrCC1[C:30]([Cl:37])=[N:31][N:32]([CH2:35][CH3:36])[C:33]=1[Cl:34]. (2) The reactants are [I:1][C:2]1[CH:3]=[C:4]([NH2:31])[C:5]([NH:8][CH:9]([C:11]2[CH:16]=[CH:15][C:14]([O:17][CH2:18][C:19]3[CH:20]=[N:21][C:22]([C:25]([F:28])([F:27])[F:26])=[CH:23][CH:24]=3)=[C:13]([O:29][CH3:30])[CH:12]=2)[CH3:10])=[CH:6][CH:7]=1.Cl[CH2:33]C1C=CC(C(F)(F)F)=NC=1.C(OCC)(OCC)OCC.O.C1(C)C=CC(S(O)(=O)=O)=CC=1. The catalyst is C(O)C. The product is [I:1][C:2]1[CH:7]=[CH:6][C:5]2[N:8]([CH:9]([C:11]3[CH:16]=[CH:15][C:14]([O:17][CH2:18][C:19]4[CH:20]=[N:21][C:22]([C:25]([F:26])([F:28])[F:27])=[CH:23][CH:24]=4)=[C:13]([O:29][CH3:30])[CH:12]=3)[CH3:10])[CH:33]=[N:31][C:4]=2[CH:3]=1. The yield is 0.760. (3) The yield is 0.290. The product is [O:1]=[C:2]1[N:6]([C:7]2[CH:8]=[CH:9][C:10]3[C:16](=[O:17])[CH:15]([C:45]([C:43]4[N:44]=[C:40]([C:34]5[CH:35]=[CH:36][CH:37]=[CH:38][CH:39]=5)[S:41][CH:42]=4)=[O:46])[CH2:14][CH2:13][CH2:12][C:11]=3[CH:18]=2)[CH2:5][C@H:4]([CH2:19][NH:20][C:21](=[O:23])[CH3:22])[O:3]1. The catalyst is C1COCC1. The reactants are [O:1]=[C:2]1[N:6]([C:7]2[CH:8]=[CH:9][C:10]3[C:16](=[O:17])[CH2:15][CH2:14][CH2:13][CH2:12][C:11]=3[CH:18]=2)[CH2:5][C@H:4]([CH2:19][NH:20][C:21](=[O:23])[CH3:22])[O:3]1.[Li+].C[Si]([N-][Si](C)(C)C)(C)C.[C:34]1([C:40]2[S:41][CH:42]=[C:43]([C:45](Cl)=[O:46])[N:44]=2)[CH:39]=[CH:38][CH:37]=[CH:36][CH:35]=1. (4) The reactants are [CH:1]1[C:10]2[C:5](=[CH:6][CH:7]=[CH:8][CH:9]=2)[CH:4]=[CH:3][C:2]=1[C:11]1([C:17](O)=O)[CH2:16][CH2:15][CH2:14][CH2:13][CH2:12]1.[CH3:20][NH:21][CH3:22]. No catalyst specified. The product is [CH3:20][N:21]([CH3:22])[CH2:17][C:11]1([C:2]2[CH:3]=[CH:4][C:5]3[C:10](=[CH:9][CH:8]=[CH:7][CH:6]=3)[CH:1]=2)[CH2:16][CH2:15][CH2:14][CH2:13][CH2:12]1. The yield is 0.110. (5) The reactants are [CH2:1]([O:8][C:9]1[CH:14]=[CH:13][C:12]([N:15]2[CH2:19][CH:18]([CH2:20]Cl)[CH2:17][C:16]2=[O:22])=[CH:11][CH:10]=1)[C:2]1[CH:7]=[CH:6][CH:5]=[CH:4][CH:3]=1.[C-:23]#[N:24].[Na+].[I-].[Na+]. The catalyst is CN(C)C=O. The product is [CH2:1]([O:8][C:9]1[CH:14]=[CH:13][C:12]([N:15]2[C:16](=[O:22])[CH2:17][CH:18]([CH2:20][C:23]#[N:24])[CH2:19]2)=[CH:11][CH:10]=1)[C:2]1[CH:7]=[CH:6][CH:5]=[CH:4][CH:3]=1. The yield is 0.370. (6) The catalyst is C(OCC)(=O)C. The product is [F:1][C:2]1[CH:7]=[CH:6][C:5]([C:8]2[C:16]3[C:11](=[CH:12][CH:13]=[C:14]([C:17]4[NH:18][C:19]([C:22]5[CH:27]=[CH:26][C:25]([NH2:28])=[CH:24][CH:23]=5)=[N:20][N:21]=4)[CH:15]=3)[NH:10][N:9]=2)=[CH:4][CH:3]=1. The reactants are [F:1][C:2]1[CH:7]=[CH:6][C:5]([C:8]2[C:16]3[C:11](=[CH:12][CH:13]=[C:14]([C:17]4[NH:18][C:19]([C:22]5[CH:27]=[CH:26][C:25]([N+:28]([O-])=O)=[CH:24][CH:23]=5)=[N:20][N:21]=4)[CH:15]=3)[NH:10][N:9]=2)=[CH:4][CH:3]=1. The yield is 0.260.